From a dataset of Reaction yield outcomes from USPTO patents with 853,638 reactions. Predict the reaction yield, written as a fraction of the theoretical maximum amount of product (1.0 means a 100% yield; for example, 0.34 means a 34% yield). (1) The reactants are [CH:1](=[N:8][NH:9][C:10]1[CH:18]=[CH:17][CH:16]=[CH:15][C:11]=1[C:12]([OH:14])=[O:13])[C:2]1[CH:7]=[CH:6][CH:5]=[CH:4][CH:3]=1.O1CCC[CH2:20]1.C[Si](C=[N+]=[N-])(C)C. The catalyst is CO. The product is [CH:1](=[N:8][NH:9][C:10]1[CH:18]=[CH:17][CH:16]=[CH:15][C:11]=1[C:12]([O:14][CH3:20])=[O:13])[C:2]1[CH:3]=[CH:4][CH:5]=[CH:6][CH:7]=1. The yield is 1.00. (2) The reactants are [CH3:1][O:2][N:3]=[C:4]([C@@H:6]1[CH2:8][C@H:7]1[C:9]1[C:13]([Cl:14])=[C:12]([Cl:15])[S:11][C:10]=1[Cl:16])[CH3:5].C([BH3-])#N.[Na+]. The catalyst is C(O)(=O)C. The product is [CH3:1][O:2][NH:3][CH:4]([C@@H:6]1[CH2:8][C@H:7]1[C:9]1[C:13]([Cl:14])=[C:12]([Cl:15])[S:11][C:10]=1[Cl:16])[CH3:5]. The yield is 0.620. (3) The reactants are [C:1]1([P:7](Cl)(Cl)=[O:8])[CH:6]=[CH:5][CH:4]=[CH:3][CH:2]=1.[CH:11]([Mg]Br)=[CH2:12].[NH4+].[Cl-].[CH2:17]1COC[CH2:18]1. No catalyst specified. The product is [CH:17]([P:7](=[O:8])([CH:11]=[CH2:12])[C:1]1[CH:6]=[CH:5][CH:4]=[CH:3][CH:2]=1)=[CH2:18]. The yield is 0.750.